Dataset: Forward reaction prediction with 1.9M reactions from USPTO patents (1976-2016). Task: Predict the product of the given reaction. (1) Given the reactants [NH:1]([C:3]1[CH:8]=[C:7]([C:9]#[N:10])[CH:6]=[CH:5][N:4]=1)[NH2:2].[Cl:11][C:12]1[CH:17]=[CH:16][CH:15]=[CH:14][C:13]=1[CH2:18][C:19](=O)[CH2:20][C:21](OCC)=[O:22], predict the reaction product. The product is: [Cl:11][C:12]1[CH:17]=[CH:16][CH:15]=[CH:14][C:13]=1[CH2:18][C:19]1[CH:20]=[C:21]([OH:22])[N:1]([C:3]2[CH:8]=[C:7]([C:9]#[N:10])[CH:6]=[CH:5][N:4]=2)[N:2]=1. (2) Given the reactants COC1C=CC(C[N:8](CC2C=CC(OC)=CC=2)[C:9]2[N:14]=[C:13]([CH3:15])[N:12]=[C:11]([C:16]3[C:17]([NH:24][C:25]4[CH:26]=[N:27][C:28]([O:31][CH3:32])=[CH:29][CH:30]=4)=[N:18][CH:19]=[C:20]([CH:23]=3)[CH:21]=O)[N:10]=2)=CC=1.C(O)(=O)C.[CH2:48]1[C:51]2([C:55](=[O:56])[NH:54][C:53](=[O:57])[NH:52]2)[CH2:50][NH:49]1, predict the reaction product. The product is: [NH2:8][C:9]1[N:14]=[C:13]([CH3:15])[N:12]=[C:11]([C:16]2[CH:23]=[C:20]([CH2:21][N:49]3[CH2:48][C:51]4([C:55](=[O:56])[NH:54][C:53](=[O:57])[NH:52]4)[CH2:50]3)[CH:19]=[N:18][C:17]=2[NH:24][C:25]2[CH:26]=[N:27][C:28]([O:31][CH3:32])=[CH:29][CH:30]=2)[N:10]=1. (3) Given the reactants ClC([O:4][C:5](Cl)(Cl)Cl)=O.[CH4:9].[N+:10]([C:13]1[CH:14]=[C:15]([CH:17]=[CH:18][C:19]=1[O:20][C:21]([F:24])([F:23])[F:22])[NH2:16])([O-:12])=[O:11].Cl.C([O:28]C(=O)CN(C)C)C.[CH2:35]([N:37]([CH2:40]C)CC)[CH3:36], predict the reaction product. The product is: [CH3:9][C:35]1([CH3:36])[NH:37][C:40](=[O:28])[N:16]([C:15]2[CH:17]=[CH:18][C:19]([O:20][C:21]([F:22])([F:23])[F:24])=[C:13]([N+:10]([O-:12])=[O:11])[CH:14]=2)[C:5]1=[O:4]. (4) Given the reactants [NH2:1][C:2]1[CH:7]=[C:6]([Cl:8])[CH:5]=[CH:4][C:3]=1[OH:9].[C:10]([O:14]C)(C)(C)[CH3:11], predict the reaction product. The product is: [Cl:8][C:6]1[CH:5]=[CH:4][C:3]([OH:9])=[C:2]([NH:1][C:10](=[O:14])[CH3:11])[CH:7]=1. (5) Given the reactants [CH3:1][O:2][C:3]1[CH:12]=[C:11]2[C:6]([C:7]([Cl:13])=[CH:8][CH:9]=[N:10]2)=[CH:5][C:4]=1[C:14](Cl)=[O:15].COC1C=[C:27]2C(C(=O)C=[CH:25][NH:26]2)=CC=1C(O)=O.C(N(C(C)C)CC)(C)C.O1CCCC1.CNC, predict the reaction product. The product is: [CH3:25][N:26]([CH3:27])[C:14]([C:4]1[CH:5]=[C:6]2[C:11](=[CH:12][C:3]=1[O:2][CH3:1])[N:10]=[CH:9][CH:8]=[C:7]2[Cl:13])=[O:15]. (6) Given the reactants [CH2:1]([N:8]1[CH2:14][CH2:13][CH2:12][CH2:11][CH:10]([NH:15][C:16]([C:29]2[CH:34]=[CH:33][CH:32]=[CH:31][CH:30]=2)([C:23]2[CH:28]=[CH:27][CH:26]=[CH:25][CH:24]=2)[C:17]2[CH:22]=[CH:21][CH:20]=[CH:19][CH:18]=2)[C:9]1=O)[C:2]1[CH:7]=[CH:6][CH:5]=[CH:4][CH:3]=1.[H-].[Al+3].[Li+].[H-].[H-].[H-].O.[OH-].[Na+], predict the reaction product. The product is: [CH2:1]([N:8]1[CH2:14][CH2:13][CH2:12][CH2:11][CH:10]([NH:15][C:16]([C:29]2[CH:30]=[CH:31][CH:32]=[CH:33][CH:34]=2)([C:23]2[CH:24]=[CH:25][CH:26]=[CH:27][CH:28]=2)[C:17]2[CH:18]=[CH:19][CH:20]=[CH:21][CH:22]=2)[CH2:9]1)[C:2]1[CH:3]=[CH:4][CH:5]=[CH:6][CH:7]=1.